Dataset: Reaction yield outcomes from USPTO patents with 853,638 reactions. Task: Predict the reaction yield, written as a fraction of the theoretical maximum amount of product (1.0 means a 100% yield; for example, 0.34 means a 34% yield). The reactants are [NH2:1][C:2]1[C:7]([CH:8]2[CH2:12][CH2:11][CH2:10][O:9]2)=[CH:6][C:5]([C:13]2[CH:14]=[N:15][C:16]([C:19]([OH:22])([CH3:21])[CH3:20])=[N:17][CH:18]=2)=[CH:4][C:3]=1[N+:23]([O-])=O.C1COCC1.CCN(CC)CC. The catalyst is [Pd].CO. The product is [NH2:23][C:3]1[CH:4]=[C:5]([C:13]2[CH:18]=[N:17][C:16]([C:19]([OH:22])([CH3:20])[CH3:21])=[N:15][CH:14]=2)[CH:6]=[C:7]([CH:8]2[CH2:12][CH2:11][CH2:10][O:9]2)[C:2]=1[NH2:1]. The yield is 0.980.